From a dataset of Full USPTO retrosynthesis dataset with 1.9M reactions from patents (1976-2016). Predict the reactants needed to synthesize the given product. (1) Given the product [CH2:26]([NH:33][C:18]1[C:13]2[CH:12]=[C:11]([C:20]([O:22][CH2:23][CH3:24])=[O:21])[C:10](=[O:25])[N:9]([O:8][CH2:1][C:2]3[CH:7]=[CH:6][CH:5]=[CH:4][CH:3]=3)[C:14]=2[N:15]=[CH:16][N:17]=1)[C:27]1[CH:32]=[CH:31][CH:30]=[CH:29][CH:28]=1, predict the reactants needed to synthesize it. The reactants are: [CH2:1]([O:8][N:9]1[C:14]2[N:15]=[CH:16][N:17]=[C:18](Cl)[C:13]=2[CH:12]=[C:11]([C:20]([O:22][CH2:23][CH3:24])=[O:21])[C:10]1=[O:25])[C:2]1[CH:7]=[CH:6][CH:5]=[CH:4][CH:3]=1.[CH2:26]([NH2:33])[C:27]1[CH:32]=[CH:31][CH:30]=[CH:29][CH:28]=1.C(N(CC)CC)C.C(OCC)(=O)C. (2) Given the product [Br:17][C:18]1[CH:19]=[C:20]([NH:21][C:2]2[C:7]3[N:8]=[CH:9][N:10]([CH3:11])[C:6]=3[C:5]([C:12]([O:14][CH2:15][CH3:16])=[O:13])=[CH:4][N:3]=2)[CH:22]=[CH:23][CH:24]=1, predict the reactants needed to synthesize it. The reactants are: Cl[C:2]1[C:7]2[N:8]=[CH:9][N:10]([CH3:11])[C:6]=2[C:5]([C:12]([O:14][CH2:15][CH3:16])=[O:13])=[CH:4][N:3]=1.[Br:17][C:18]1[CH:19]=[C:20]([CH:22]=[CH:23][CH:24]=1)[NH2:21].CS(O)(=O)=O.